This data is from Catalyst prediction with 721,799 reactions and 888 catalyst types from USPTO. The task is: Predict which catalyst facilitates the given reaction. (1) Reactant: FC1C=C([C:12]2[N:17]=[C:16]3[N:18]([CH2:21][C:22]4[CH:23]=[C:24]5[C:29](=[CH:30][CH:31]=4)[N:28]=[CH:27][CH:26]=[CH:25]5)[N:19]=[N:20][C:15]3=[CH:14][CH:13]=2)C=CC=1C(NC)=O.[C:32]1([OH:38])[CH:37]=[CH:36][CH:35]=[CH:34][CH:33]=1.CC(C)([O-])C.[K+]. Product: [O:38]([C:12]1[N:17]=[C:16]2[N:18]([CH2:21][C:22]3[CH:23]=[C:24]4[C:29](=[CH:30][CH:31]=3)[N:28]=[CH:27][CH:26]=[CH:25]4)[N:19]=[N:20][C:15]2=[CH:14][CH:13]=1)[C:32]1[CH:37]=[CH:36][CH:35]=[CH:34][CH:33]=1. The catalyst class is: 60. (2) Reactant: [Cl:1][C:2]1[NH:6][N:5]=[C:4]([CH3:7])[C:3]=1[N+:8]([O-:10])=[O:9].[H-].[Li+].[CH2:13](Br)[CH:14]=[CH2:15]. Product: [Cl:1][C:2]1[C:3]([N+:8]([O-:10])=[O:9])=[C:4]([CH3:7])[N:5]([CH2:15][CH:14]=[CH2:13])[N:6]=1.[Cl:1][C:2]1[N:6]([CH2:15][CH:14]=[CH2:13])[N:5]=[C:4]([CH3:7])[C:3]=1[N+:8]([O-:10])=[O:9]. The catalyst class is: 7. (3) Reactant: [NH2:1][C@@H:2]([CH2:20][CH:21]1[CH2:26][CH2:25][CH2:24][CH2:23][CH2:22]1)[C@@H:3]([O:12][Si:13]([C:16]([CH3:19])([CH3:18])[CH3:17])([CH3:15])[CH3:14])[CH2:4][C:5]([NH:7][CH2:8][CH2:9][CH2:10][CH3:11])=[O:6].C([O-])(O)=O.[Na+].Cl[C:33]([O:35][C:36]1[CH:41]=[CH:40][C:39]([N+:42]([O-:44])=[O:43])=[CH:38][CH:37]=1)=[O:34]. Product: [CH2:8]([NH:7][C:5](=[O:6])[CH2:4][C@H:3]([O:12][Si:13]([C:16]([CH3:18])([CH3:17])[CH3:19])([CH3:14])[CH3:15])[C@@H:2]([NH:1][C:33](=[O:34])[O:35][C:36]1[CH:37]=[CH:38][C:39]([N+:42]([O-:44])=[O:43])=[CH:40][CH:41]=1)[CH2:20][CH:21]1[CH2:22][CH2:23][CH2:24][CH2:25][CH2:26]1)[CH2:9][CH2:10][CH3:11]. The catalyst class is: 23.